From a dataset of Full USPTO retrosynthesis dataset with 1.9M reactions from patents (1976-2016). Predict the reactants needed to synthesize the given product. (1) Given the product [CH3:18][N:10]1[C:11]2[C:6](=[CH:5][C:4]([N+:1]([O-:3])=[O:2])=[CH:13][CH:12]=2)[CH2:7][CH2:8][C:9]1=[O:14], predict the reactants needed to synthesize it. The reactants are: [N+:1]([C:4]1[CH:5]=[C:6]2[C:11](=[CH:12][CH:13]=1)[NH:10][C:9](=[O:14])[CH2:8][CH2:7]2)([O-:3])=[O:2].[H-].[Na+].I[CH3:18]. (2) Given the product [C:33]([N:30]1[CH2:29][CH2:28][N:27]([C:24]2[CH:23]=[CH:22][C:21]([NH:20][C:17](=[O:19])[CH2:16][C:3]3[CH:4]=[C:5]([CH3:15])[C:6]([C:8]4[CH:13]=[CH:12][N:11]=[C:10]([CH3:14])[CH:9]=4)=[CH:7][C:2]=3[F:1])=[N:26][CH:25]=2)[CH2:32][CH2:31]1)(=[O:35])[CH3:34], predict the reactants needed to synthesize it. The reactants are: [F:1][C:2]1[CH:7]=[C:6]([C:8]2[CH:13]=[CH:12][N:11]=[C:10]([CH3:14])[CH:9]=2)[C:5]([CH3:15])=[CH:4][C:3]=1[CH2:16][C:17]([OH:19])=O.[NH2:20][C:21]1[N:26]=[CH:25][C:24]([N:27]2[CH2:32][CH2:31][N:30]([C:33](=[O:35])[CH3:34])[CH2:29][CH2:28]2)=[CH:23][CH:22]=1.CN(C(ON1N=NC2C=CC=NC1=2)=[N+](C)C)C.F[P-](F)(F)(F)(F)F.CCN(C(C)C)C(C)C. (3) Given the product [CH3:8][C:6]1([CH3:7])[C:2]([CH3:16])([CH3:1])[O:3][B:4]([C:9]2[CH:10]=[C:11]([CH:12]=[CH:13][CH:14]=2)[O:15][CH2:21][C:22]2[CH:23]=[N:24][CH:25]=[CH:26][CH:27]=2)[O:5]1, predict the reactants needed to synthesize it. The reactants are: [CH3:1][C:2]1([CH3:16])[C:6]([CH3:8])([CH3:7])[O:5][B:4]([C:9]2[CH:10]=[C:11]([OH:15])[CH:12]=[CH:13][CH:14]=2)[O:3]1.[H-].[Na+].Cl.Cl[CH2:21][C:22]1[CH:23]=[N:24][CH:25]=[CH:26][CH:27]=1. (4) Given the product [CH2:6]([O:7][C:8]1[C:13]([O:14][CH3:15])=[CH:12][CH:11]=[CH:10][C:9]=1/[CH:16]=[CH:17]/[C:18]1[N:19]=[C:20]2[N:24]([C:25]=1[C:26]([OH:28])=[O:27])[CH:23]=[CH:22][S:21]2)[CH:3]([CH3:5])[CH3:4], predict the reactants needed to synthesize it. The reactants are: [OH-].[Li+].[CH:3]1([CH2:6][O:7][C:8]2[C:13]([O:14][CH3:15])=[CH:12][CH:11]=[CH:10][C:9]=2/[CH:16]=[CH:17]/[C:18]2[N:19]=[C:20]3[N:24]([C:25]=2[C:26]([OH:28])=[O:27])[CH:23]=[CH:22][S:21]3)[CH2:5][CH2:4]1. (5) Given the product [CH3:1][O:2][C:3]1[CH:4]=[C:5]([CH:21]=[CH:22][C:23]=1[O:24][CH3:25])[CH2:6][CH:7]1[C:16]2[C:11](=[CH:12][C:13]([O:19][CH3:20])=[C:14]([O:17][CH3:18])[CH:15]=2)[CH2:10][CH2:9][N:8]1[CH2:27][C:28]([NH:35][CH2:34][C:33]1[CH:36]=[CH:37][CH:38]=[CH:39][C:32]=1[F:31])=[O:29], predict the reactants needed to synthesize it. The reactants are: [CH3:1][O:2][C:3]1[CH:4]=[C:5]([CH:21]=[CH:22][C:23]=1[O:24][CH3:25])[CH2:6][CH:7]1[C:16]2[C:11](=[CH:12][C:13]([O:19][CH3:20])=[C:14]([O:17][CH3:18])[CH:15]=2)[CH2:10][CH2:9][NH:8]1.Br[CH2:27][C:28](Br)=[O:29].[F:31][C:32]1[CH:39]=[CH:38][CH:37]=[CH:36][C:33]=1[CH2:34][NH2:35]. (6) Given the product [N+:25]([C:28]1[CH:35]=[CH:34][C:31]([CH2:32][CH2:1][C:2]2[C:11]([CH3:12])=[C:10]([O:13][Si:14]([C:17]([CH3:20])([CH3:19])[CH3:18])([CH3:15])[CH3:16])[C:9]3[C:4](=[CH:5][CH:6]=[CH:7][CH:8]=3)[N:3]=2)=[CH:30][CH:29]=1)([O-:27])=[O:26], predict the reactants needed to synthesize it. The reactants are: [CH3:1][C:2]1[C:11]([CH3:12])=[C:10]([O:13][Si:14]([C:17]([CH3:20])([CH3:19])[CH3:18])([CH3:16])[CH3:15])[C:9]2[C:4](=[CH:5][CH:6]=[CH:7][CH:8]=2)[N:3]=1.[O-]CC.[Na+].[N+:25]([C:28]1[CH:35]=[CH:34][C:31]([CH2:32]Br)=[CH:30][CH:29]=1)([O-:27])=[O:26].O. (7) Given the product [CH2:35]([N:29]1[C:30]([CH2:31][CH:32]([CH3:34])[CH3:33])=[C:26]2[C:27]([C:37]([NH2:38])=[N:9][C:10]3[N:11]=[CH:12][CH:13]=[CH:14][C:15]=32)=[N:28]1)[CH3:36], predict the reactants needed to synthesize it. The reactants are: Cl.C(OC([NH:9][C:10]1[C:15](B(O)O)=[CH:14][CH:13]=[CH:12][N:11]=1)=O)(C)(C)C.C(=O)([O-])[O-].[Na+].[Na+].Br[C:26]1[C:27]([C:37]#[N:38])=[N:28][N:29]([CH2:35][CH3:36])[C:30]=1[CH2:31][CH:32]([CH3:34])[CH3:33].C1(P(C2C=CC=CC=2)C2C=CC=CC=2)C=CC=CC=1. (8) Given the product [Br:15][C:4]1[C:5]2[C:6](=[N:7][CH:8]=[CH:9][CH:10]=2)[NH:2][C:3]=1[C:11]([O:13][CH3:14])=[O:12], predict the reactants needed to synthesize it. The reactants are: Cl.[NH:2]1[C:6]2=[N:7][CH:8]=[CH:9][CH:10]=[C:5]2[CH:4]=[C:3]1[C:11]([O:13][CH3:14])=[O:12].[Br-:15].[Br-].[Br-].[NH+]1C=CC=CC=1.[NH+]1C=CC=CC=1.[NH+]1C=CC=CC=1.O.